This data is from Full USPTO retrosynthesis dataset with 1.9M reactions from patents (1976-2016). The task is: Predict the reactants needed to synthesize the given product. (1) Given the product [ClH:52].[CH3:1][C:2]1[C:3]([O:18][CH:19]([CH3:21])[CH3:20])=[CH:4][C:5]2[NH:9][C:8](=[O:10])[N:7]([CH:11]3[CH2:12][CH2:13][N:14]([CH:25]4[CH2:26][CH2:27][O:22][CH2:23][CH2:24]4)[CH2:15][CH2:16]3)[C:6]=2[CH:17]=1, predict the reactants needed to synthesize it. The reactants are: [CH3:1][C:2]1[C:3]([O:18][CH:19]([CH3:21])[CH3:20])=[CH:4][C:5]2[NH:9][C:8](=[O:10])[N:7]([CH:11]3[CH2:16][CH2:15][NH:14][CH2:13][CH2:12]3)[C:6]=2[CH:17]=1.[O:22]1[CH2:27][CH2:26][C:25](=O)[CH2:24][CH2:23]1.C(N(CC)CC)C.C(O[BH-](OC(=O)C)OC(=O)C)(=O)C.[Na+].[OH-].[Na+].[ClH:52]. (2) The reactants are: Br[C:2]1[CH:11]=[CH:10][C:5]2[O:6][CH:7]([CH3:9])[O:8][C:4]=2[CH:3]=1.[B:12]1([B:12]2[O:16][C:15]([CH3:18])([CH3:17])[C:14]([CH3:20])([CH3:19])[O:13]2)[O:16][C:15]([CH3:18])([CH3:17])[C:14]([CH3:20])([CH3:19])[O:13]1.C(=O)([O-])[O-].[K+].[K+]. Given the product [CH3:19][C:14]1([CH3:20])[C:15]([CH3:18])([CH3:17])[O:16][B:12]([C:2]2[CH:11]=[CH:10][C:5]3[O:6][CH:7]([CH3:9])[O:8][C:4]=3[CH:3]=2)[O:13]1, predict the reactants needed to synthesize it.